Dataset: Reaction yield outcomes from USPTO patents with 853,638 reactions. Task: Predict the reaction yield, written as a fraction of the theoretical maximum amount of product (1.0 means a 100% yield; for example, 0.34 means a 34% yield). The reactants are [OH:1][CH2:2][CH2:3][P:4]([CH2:9][NH:10][C:11](=[O:20])[CH2:12][CH2:13][C:14]([CH3:19])([S:16][S:17][CH3:18])[CH3:15])([CH2:6][CH2:7][OH:8])=[O:5].[CH3:21][S:22](Cl)(=[O:24])=[O:23]. The catalyst is C(Cl)Cl.N1C=CC=CC=1. The product is [CH3:21][S:22]([O:1][CH2:2][CH2:3][P:4]([CH2:6][CH2:7][O:8][S:22]([CH3:21])(=[O:24])=[O:23])([CH2:9][NH:10][C:11](=[O:20])[CH2:12][CH2:13][C:14]([CH3:15])([S:16][S:17][CH3:18])[CH3:19])=[O:5])(=[O:24])=[O:23]. The yield is 0.830.